Predict the reaction yield, written as a fraction of the theoretical maximum amount of product (1.0 means a 100% yield; for example, 0.34 means a 34% yield). From a dataset of Reaction yield outcomes from USPTO patents with 853,638 reactions. The reactants are [CH2:1]([N:8]1[C:12]([C:13]2[CH:18]=[CH:17][C:16]([F:19])=[CH:15][C:14]=2[F:20])=[C:11](Br)[N:10]=[C:9]1[CH3:22])[C:2]1[CH:7]=[CH:6][CH:5]=[CH:4][CH:3]=1.[CH:23]([S:26]([N:29]1[C:33]2[CH:34]=[C:35](B(O)O)[CH:36]=[CH:37][C:32]=2[N:31]=[C:30]1[NH2:41])(=[O:28])=[O:27])([CH3:25])[CH3:24].C(=O)([O-])[O-].[Na+].[Na+]. The catalyst is COCCOC.O. The product is [CH:23]([S:26]([N:29]1[C:33]2[CH:34]=[C:35]([C:11]3[N:10]=[C:9]([CH3:22])[N:8]([CH2:1][C:2]4[CH:7]=[CH:6][CH:5]=[CH:4][CH:3]=4)[C:12]=3[C:13]3[CH:18]=[CH:17][C:16]([F:19])=[CH:15][C:14]=3[F:20])[CH:36]=[CH:37][C:32]=2[N:31]=[C:30]1[NH2:41])(=[O:27])=[O:28])([CH3:25])[CH3:24]. The yield is 0.240.